From a dataset of Forward reaction prediction with 1.9M reactions from USPTO patents (1976-2016). Predict the product of the given reaction. (1) Given the reactants F[B-](F)(F)F.[C:6]([C:8]1[CH:13]=[CH:12][C:11]([NH:14][CH:15]([C:19]2[CH:24]=[C:23]([O:25][CH3:26])[CH:22]=[C:21]([O:27][CH3:28])[C:20]=2[F:29])[C:16]([NH2:18])=[S:17])=[CH:10][CH:9]=1)#[N:7].[C:30](OCC)(=O)C.C(=O)([O-])O.[Na+], predict the reaction product. The product is: [CH3:30][S:17][C:16](=[NH:18])[CH:15]([NH:14][C:11]1[CH:10]=[CH:9][C:8]([C:6]#[N:7])=[CH:13][CH:12]=1)[C:19]1[CH:24]=[C:23]([O:25][CH3:26])[CH:22]=[C:21]([O:27][CH3:28])[C:20]=1[F:29]. (2) Given the reactants [C:1]([O:5][C@@H:6]([C:12]1[C:13]([CH3:36])=[N:14][C:15]2[N:16]([N:30]=[C:31](C(O)=O)[CH:32]=2)[C:17]=1[C:18]1[C:19]([CH3:29])=[C:20]2[C:25](=[C:26]([F:28])[CH:27]=1)[O:24][CH2:23][CH2:22][CH2:21]2)[C:7]([O:9][CH2:10][CH3:11])=[O:8])([CH3:4])([CH3:3])[CH3:2].C1(P(N=[N+]=[N-])(C2C=CC=CC=2)=[O:44])C=CC=CC=1.[CH3:54][Si:55]([CH3:60])([CH3:59])[CH2:56][CH2:57][OH:58].C([N:63]([CH2:66]C)CC)C, predict the reaction product. The product is: [C:1]([O:5][C@@H:6]([C:12]1[C:13]([CH3:36])=[N:14][C:15]2[N:16]([N:30]=[C:31]([NH:63][C:66]([O:58][CH2:57][CH2:56][Si:55]([CH3:60])([CH3:59])[CH3:54])=[O:44])[CH:32]=2)[C:17]=1[C:18]1[C:19]([CH3:29])=[C:20]2[C:25](=[C:26]([F:28])[CH:27]=1)[O:24][CH2:23][CH2:22][CH2:21]2)[C:7]([O:9][CH2:10][CH3:11])=[O:8])([CH3:3])([CH3:4])[CH3:2]. (3) Given the reactants [C:1]1([CH2:7][CH2:8][CH:9]([CH2:13][S:14][C:15](=[O:17])[CH3:16])[C:10]([OH:12])=O)[CH:6]=[CH:5][CH:4]=[CH:3][CH:2]=1.[NH2:18][C@H:19]([C:24]([O:26][C:27]([CH3:30])([CH3:29])[CH3:28])=[O:25])[CH2:20][CH:21]([CH3:23])[CH3:22].O.ON1C2C=CC=CC=2N=N1.CN1CCOCC1, predict the reaction product. The product is: [C:27]([O:26][C:24](=[O:25])[C@H:19]([CH2:20][CH:21]([CH3:22])[CH3:23])[NH:18][C:10](=[O:12])[CH:9]([CH2:13][S:14][C:15](=[O:17])[CH3:16])[CH2:8][CH2:7][C:1]1[CH:2]=[CH:3][CH:4]=[CH:5][CH:6]=1)([CH3:30])([CH3:29])[CH3:28]. (4) Given the reactants Cl[C:2]1[CH:7]=[CH:6][CH:5]=[CH:4][C:3]=1Cl.[CH2:9]([CH:11]([CH2:15][CH2:16][CH2:17][CH3:18])[CH2:12][Mg]Br)[CH3:10], predict the reaction product. The product is: [CH2:9]([CH:11]([CH2:15][CH2:16][CH2:17][CH3:18])[CH2:12][C:2]1[CH:7]=[CH:6][CH:5]=[CH:4][C:3]=1[CH2:12][CH:11]([CH2:9][CH3:10])[CH2:15][CH2:16][CH2:17][CH3:18])[CH3:10]. (5) Given the reactants [Br:1][C:2]1[CH:3]=[N:4][C:5]2[N:6]([N:8]=[C:9]([C:11]([OH:13])=O)[CH:10]=2)[CH:7]=1.[CH3:14][O:15][C:16]1[CH:25]=[C:24]2[C:19]([CH2:20][CH2:21][NH:22][CH2:23]2)=[CH:18][C:17]=1[OH:26], predict the reaction product. The product is: [Br:1][C:2]1[CH:3]=[N:4][C:5]2[N:6]([N:8]=[C:9]([C:11]([N:22]3[CH2:21][CH2:20][C:19]4[C:24](=[CH:25][C:16]([O:15][CH3:14])=[C:17]([OH:26])[CH:18]=4)[CH2:23]3)=[O:13])[CH:10]=2)[CH:7]=1. (6) Given the reactants C(O[C:6]1[C:7](=[O:16])[C:8](=[O:15])[C:9]=1[O:10][CH2:11][CH2:12][CH2:13][CH3:14])CCC.[CH2:17]([C:20]#[N:21])[C:18]#[N:19].[CH2:22]([N:24]([CH2:27][CH3:28])[CH2:25][CH3:26])[CH3:23], predict the reaction product. The product is: [CH2:11]([O:10][C:9]1[C:6](=[C:17]([C:20]#[N:21])[C:18]#[N:19])[C:7](=[O:16])[C:8]=1[O-:15])[CH2:12][CH2:13][CH3:14].[CH2:22]([NH+:24]([CH2:27][CH3:28])[CH2:25][CH3:26])[CH3:23]. (7) Given the reactants ClC1C=C(CCC[N:11]([C@H:25]2[CH2:30][CH2:29][C@H:28]([CH3:31])[CH2:27][CH2:26]2)[C:12](=[O:24])NC2SC(SCC(O)=O)=CN=2)C=CC=1.[CH3:32][O:33][C:34]1[CH:35]=[C:36]([CH2:40][CH2:41][C:42](O)=O)[CH:37]=[CH:38][CH:39]=1.C([O:47][C:48](=[O:59])[C:49]([S:52][C:53]1[S:57][C:56]([NH2:58])=[N:55][CH:54]=1)([CH3:51])[CH3:50])C, predict the reaction product. The product is: [CH3:32][O:33][C:34]1[CH:35]=[C:36]([CH2:40][CH2:41][CH2:42][N:11]([C@H:25]2[CH2:30][CH2:29][C@H:28]([CH3:31])[CH2:27][CH2:26]2)[C:12](=[O:24])[NH:58][C:56]2[S:57][C:53]([S:52][C:49]([CH3:50])([CH3:51])[C:48]([OH:47])=[O:59])=[CH:54][N:55]=2)[CH:37]=[CH:38][CH:39]=1.